From a dataset of Forward reaction prediction with 1.9M reactions from USPTO patents (1976-2016). Predict the product of the given reaction. (1) Given the reactants [F:1][C:2]1[CH:7]=[CH:6][CH:5]=[CH:4][C:3]=1[C:8]1[N:9]=[C:10]([N:13]2[CH2:18][CH2:17][N:16](C(OC(C)(C)C)=O)[CH2:15][CH2:14]2)[S:11][CH:12]=1.Cl, predict the reaction product. The product is: [F:1][C:2]1[CH:7]=[CH:6][CH:5]=[CH:4][C:3]=1[C:8]1[N:9]=[C:10]([N:13]2[CH2:14][CH2:15][NH:16][CH2:17][CH2:18]2)[S:11][CH:12]=1. (2) Given the reactants [NH2:1][CH2:2][CH2:3][N:4]([CH:30]([CH3:32])[CH3:31])[C:5](=[O:29])[C@@H:6]([N:8]1[CH2:12][CH2:11][C@H:10]([NH:13][S:14]([C:17]2[CH:26]=[CH:25][C:24]3[C:19](=[CH:20][CH:21]=[C:22]([Cl:27])[CH:23]=3)[CH:18]=2)(=[O:16])=[O:15])[C:9]1=[O:28])[CH3:7].N1C=CC=CC=1.[S:39](Cl)([CH3:42])(=[O:41])=[O:40].Cl, predict the reaction product. The product is: [Cl:27][C:22]1[CH:23]=[C:24]2[C:19](=[CH:20][CH:21]=1)[CH:18]=[C:17]([S:14]([NH:13][C@H:10]1[CH2:11][CH2:12][N:8]([C@@H:6]([CH3:7])[C:5]([N:4]([CH:30]([CH3:32])[CH3:31])[CH2:3][CH2:2][NH:1][S:39]([CH3:42])(=[O:41])=[O:40])=[O:29])[C:9]1=[O:28])(=[O:15])=[O:16])[CH:26]=[CH:25]2. (3) Given the reactants [CH2:1]([O:3][C:4](=[O:16])[C:5]1[CH:10]=[CH:9][C:8]([OH:11])=[C:7]([O:12][C:13](=[O:15])[CH3:14])[CH:6]=1)[CH3:2].C(=O)([O-])[O-].[K+].[K+].[CH2:23](Br)[C:24]1[CH:29]=[CH:28][CH:27]=[CH:26][CH:25]=1.Cl, predict the reaction product. The product is: [CH2:1]([O:3][C:4](=[O:16])[C:5]1[CH:10]=[CH:9][C:8]([O:11][CH2:23][C:24]2[CH:29]=[CH:28][CH:27]=[CH:26][CH:25]=2)=[C:7]([O:12][C:13](=[O:15])[CH3:14])[CH:6]=1)[CH3:2]. (4) The product is: [CH2:4]([O:3][CH:1]([O:29][C:30]1[CH:31]=[CH:18][C:8]([CH:13]=[CH2:12])=[CH:9][CH:10]=1)[CH3:2])[CH:5]([CH3:7])[CH3:6].[OH:29][C:30]1[CH:31]=[CH:18][C:8]([CH:13]=[CH2:12])=[CH:9][CH:10]=1.[C:26]([O:29][C:8]([CH3:9])([CH3:13])[CH3:18])(=[O:28])[CH:24]=[CH2:25]. Given the reactants [CH:1]([O:3][CH2:4][CH:5]([CH3:7])[CH3:6])=[CH2:2].[C:8]1([CH3:18])[CH:13]=[CH:12]C(S(O)(=O)=O)=[CH:10][CH:9]=1.C(N([CH2:24][CH3:25])CC)C.[C:26]([O:29][CH2:30][CH3:31])(=[O:28])C, predict the reaction product. (5) Given the reactants CC(OC(/N=N/C(OC(C)C)=O)=O)C.[Cl:15][C:16]1[C:21]2[C:22](=[O:26])[NH:23][N:24]=[CH:25][C:20]=2[CH:19]=[N:18][CH:17]=1.[N:27]1[C:36]2[C:31](=[CH:32][CH:33]=[CH:34][CH:35]=2)[CH:30]=[CH:29][C:28]=1[CH2:37][CH2:38]O.C(Cl)Cl, predict the reaction product. The product is: [Cl:15][C:16]1[C:21]2[C:22](=[O:26])[N:23]([CH2:38][CH2:37][C:28]3[CH:29]=[CH:30][C:31]4[C:36](=[CH:35][CH:34]=[CH:33][CH:32]=4)[N:27]=3)[N:24]=[CH:25][C:20]=2[CH:19]=[N:18][CH:17]=1. (6) The product is: [Br:1][C:2]1[CH:7]=[CH:6][C:5]([C:8]([OH:14])([C:11]#[C:12][CH3:13])[CH2:9][N:16]2[CH:20]=[N:19][CH:18]=[N:17]2)=[C:4]([Cl:15])[CH:3]=1. Given the reactants [Br:1][C:2]1[CH:7]=[CH:6][C:5]([C:8]([OH:14])([C:11]#[C:12][CH3:13])[CH2:9]Cl)=[C:4]([Cl:15])[CH:3]=1.[NH:16]1[CH:20]=[N:19][CH:18]=[N:17]1.[OH-].[Na+], predict the reaction product. (7) The product is: [CH2:1]([N:3]1[CH2:7][CH2:6][C@@H:5]([NH:8][CH2:15][CH2:16][C:17]2[CH:22]=[C:21]([F:23])[CH:20]=[CH:19][C:18]=2[S:24]([NH:27][C:28]2[C:37]([C:38]([OH:40])=[O:39])=[C:36]3[C:31]([C@H:32]4[CH2:42][C@H:33]4[CH2:34][O:35]3)=[CH:30][CH:29]=2)(=[O:26])=[O:25])[CH2:4]1)[CH3:2].[CH:38]([OH:40])=[O:39]. Given the reactants [CH2:1]([N:3]1[CH2:7][CH2:6][C@@H:5]([N:8]([CH2:15][CH2:16][C:17]2[CH:22]=[C:21]([F:23])[CH:20]=[CH:19][C:18]=2[S:24]([NH:27][C:28]2[C:37]([C:38]([O:40]C)=[O:39])=[C:36]3[C:31]([C@H:32]4[CH2:42][C@H:33]4[CH2:34][O:35]3)=[CH:30][CH:29]=2)(=[O:26])=[O:25])C(=O)C(F)(F)F)[CH2:4]1)[CH3:2].[OH-].[Li+], predict the reaction product.